The task is: Predict which catalyst facilitates the given reaction.. This data is from Catalyst prediction with 721,799 reactions and 888 catalyst types from USPTO. (1) Reactant: [CH2:1]([N:4]1[C:12](=[O:13])[C:11]2[N:10]([CH2:14][O:15][CH2:16][CH2:17][Si:18]([CH3:21])([CH3:20])[CH3:19])[C:9]([C:22]3[CH:23]=[N:24][NH:25][CH:26]=3)=[N:8][C:7]=2[N:6]([CH2:27][CH2:28][CH3:29])[C:5]1=[O:30])[CH2:2][CH3:3].Br[CH2:32][C:33]([OH:35])=[O:34].C([O-])([O-])=O.[K+].[K+]. Product: [O:30]=[C:5]1[N:6]([CH2:27][CH2:28][CH3:29])[C:7]2[N:8]=[C:9]([C:22]3[CH:26]=[N:25][N:24]([CH2:32][C:33]([OH:35])=[O:34])[CH:23]=3)[N:10]([CH2:14][O:15][CH2:16][CH2:17][Si:18]([CH3:20])([CH3:21])[CH3:19])[C:11]=2[C:12](=[O:13])[N:4]1[CH2:1][CH2:2][CH3:3]. The catalyst class is: 21. (2) Reactant: [Cl:1][C:2]1[CH:3]=[C:4]([C:27](=[O:29])[CH3:28])[CH:5]=[N:6][C:7]=1[N:8]1[CH2:13][CH2:12][N:11]([C:14]2[NH:18][C:17]3[CH:19]=[C:20]([C:23]([F:26])([F:25])[F:24])[CH:21]=[CH:22][C:16]=3[N:15]=2)[CH2:10][CH2:9]1.[BH4-].[Na+]. Product: [Cl:1][C:2]1[CH:3]=[C:4]([CH:27]([OH:29])[CH3:28])[CH:5]=[N:6][C:7]=1[N:8]1[CH2:9][CH2:10][N:11]([C:14]2[NH:18][C:17]3[CH:19]=[C:20]([C:23]([F:25])([F:26])[F:24])[CH:21]=[CH:22][C:16]=3[N:15]=2)[CH2:12][CH2:13]1. The catalyst class is: 5. (3) Reactant: [CH3:1][S:2][C:3]1[CH:10]=[CH:9][CH:8]=[C:7]([N+:11]([O-])=O)[C:4]=1[C:5]#[N:6].C1COCC1.CCOC(C)=O. Product: [NH2:11][C:7]1[CH:8]=[CH:9][CH:10]=[C:3]([S:2][CH3:1])[C:4]=1[C:5]#[N:6]. The catalyst class is: 50. (4) Reactant: [Si:1]([O:8][CH2:9][C@H:10]1[N:15]([C:16]([O:18][C:19]([CH3:22])([CH3:21])[CH3:20])=[O:17])[CH2:14][C@@H:13]([CH2:23][O:24][C:25]2[C:30]([N+:31]([O-])=O)=[CH:29][CH:28]=[CH:27][C:26]=2[F:34])[O:12][CH2:11]1)([C:4]([CH3:7])([CH3:6])[CH3:5])([CH3:3])[CH3:2].[H][H]. Product: [NH2:31][C:30]1[CH:29]=[CH:28][CH:27]=[C:26]([F:34])[C:25]=1[O:24][CH2:23][C@H:13]1[O:12][CH2:11][C@@H:10]([CH2:9][O:8][Si:1]([C:4]([CH3:5])([CH3:6])[CH3:7])([CH3:3])[CH3:2])[N:15]([C:16]([O:18][C:19]([CH3:20])([CH3:21])[CH3:22])=[O:17])[CH2:14]1. The catalyst class is: 78. (5) The catalyst class is: 6. Product: [Cl:1][C:2]1[CH:3]=[CH:4][C:5]([C:18]([F:21])([F:19])[F:20])=[C:6]2[C:11]=1[NH:10][CH:9]=[C:8]([C:12]([OH:14])=[O:13])[C:7]2=[O:17]. Reactant: [Cl:1][C:2]1[CH:3]=[CH:4][C:5]([C:18]([F:21])([F:20])[F:19])=[C:6]2[C:11]=1[NH:10][CH:9]=[C:8]([C:12]([O:14]CC)=[O:13])[C:7]2=[O:17].CC(O)C.[OH-].[Na+].C(O)(=O)C.